This data is from Catalyst prediction with 721,799 reactions and 888 catalyst types from USPTO. The task is: Predict which catalyst facilitates the given reaction. (1) Reactant: [ClH:1].Cl.Br[C:4]1[CH:9]=[CH:8][C:7]([CH2:10][CH2:11][NH:12][C@@H:13]2[CH2:18][CH2:17][C@H:16]([NH:19][C:20]3[N:29]=[C:28]([N:30]([CH3:32])[CH3:31])[C:27]4[C:22](=[CH:23][CH:24]=[CH:25][CH:26]=4)[N:21]=3)[CH2:15][CH2:14]2)=[C:6]([O:33][C:34]([F:37])([F:36])[F:35])[CH:5]=1.Cl. Product: [ClH:1].[ClH:1].[CH3:32][N:30]([CH3:31])[C:28]1[C:27]2[C:22](=[CH:23][CH:24]=[CH:25][CH:26]=2)[N:21]=[C:20]([NH:19][C@H:16]2[CH2:17][CH2:18][C@@H:13]([NH:12][CH2:11][CH2:10][C:7]3[CH:8]=[CH:9][CH:4]=[CH:5][C:6]=3[O:33][C:34]([F:37])([F:36])[F:35])[CH2:14][CH2:15]2)[N:29]=1. The catalyst class is: 579. (2) Reactant: [Br:1][C:2]1[CH:7]=[CH:6][C:5](/[CH:8]=[C:9](\[NH:14][C:15]([O:17][C:18]([CH3:21])([CH3:20])[CH3:19])=[O:16])/[C:10]([O:12][CH3:13])=[O:11])=[CH:4][C:3]=1[F:22]. Product: [Br:1][C:2]1[CH:7]=[CH:6][C:5]([CH2:8][C@@H:9]([C:10]([O:12][CH3:13])=[O:11])[NH:14][C:15]([O:17][C:18]([CH3:21])([CH3:20])[CH3:19])=[O:16])=[CH:4][C:3]=1[F:22]. The catalyst class is: 8. (3) Reactant: [NH2:1][C:2]1[C:3]2[C:13]([O:14][CH2:15][CH3:16])=[CH:12][C:11]([N:17]3[CH2:22][CH2:21][CH:20]([NH2:23])[CH2:19][CH2:18]3)=[CH:10][C:4]=2[S:5][C:6]=1[C:7]([NH2:9])=[O:8].[C:24](=[O:27])([O-])[O-:25].[K+].[K+]. Product: [C:3]([O:25][C:24](=[O:27])[NH:23][CH:20]1[CH2:19][CH2:18][N:17]([C:11]2[CH:12]=[C:13]([O:14][CH2:15][CH3:16])[C:3]3[C:2]([NH2:1])=[C:6]([C:7](=[O:8])[NH2:9])[S:5][C:4]=3[CH:10]=2)[CH2:22][CH2:21]1)([CH3:13])([CH3:4])[CH3:2]. The catalyst class is: 656. (4) Reactant: [N:1]1([C:6]2[CH:26]=[CH:25][C:9]([CH2:10][C:11]3[C:12]([O:23][CH3:24])=[CH:13][C:14]([CH:21]=O)=[C:15]([CH:20]=3)[C:16](OC)=[O:17])=[CH:8][CH:7]=2)[CH:5]=[CH:4][CH:3]=[N:2]1.Cl.[NH2:28][C@@H:29]1[CH2:34][CH2:33][CH2:32][CH2:31][C@H:30]1[OH:35].C(N(CC)CC)C.S([O-])([O-])(=O)=O.[Mg+2]. Product: [OH:35][C@@H:30]1[CH2:31][CH2:32][CH2:33][CH2:34][C@H:29]1[N:28]1[CH2:21][C:14]2[C:15](=[CH:20][C:11]([CH2:10][C:9]3[CH:25]=[CH:26][C:6]([N:1]4[CH:5]=[CH:4][CH:3]=[N:2]4)=[CH:7][CH:8]=3)=[C:12]([O:23][CH3:24])[CH:13]=2)[C:16]1=[O:17]. The catalyst class is: 1. (5) Reactant: [N+:1]([C:4]1[CH:5]=[C:6]([CH2:10][C:11]([O:13][CH3:14])=[O:12])[CH:7]=[CH:8][CH:9]=1)([O-])=O.[H][H]. Product: [NH2:1][C:4]1[CH:5]=[C:6]([CH2:10][C:11]([O:13][CH3:14])=[O:12])[CH:7]=[CH:8][CH:9]=1. The catalyst class is: 19. (6) Reactant: [NH2:1][C:2]1[CH:6]=[CH:5][O:4][C:3]=1[C:7]([O:9][CH3:10])=[O:8].S(Cl)([N:14]=[C:15]=[O:16])(=O)=O.C(O)(=O)C.C([O-])(O)=O.[Na+]. Product: [NH:1]([C:2]1[CH:6]=[CH:5][O:4][C:3]=1[C:7]([O:9][CH3:10])=[O:8])[C:15]([NH2:14])=[O:16]. The catalyst class is: 46. (7) Reactant: Br[C:2]1[CH:3]=[C:4]([NH:10][S:11]([CH3:14])(=[O:13])=[O:12])[C:5]([O:8][CH3:9])=[N:6][CH:7]=1.[B:15]1([B:15]2[O:19][C:18]([CH3:21])([CH3:20])[C:17]([CH3:23])([CH3:22])[O:16]2)[O:19][C:18]([CH3:21])([CH3:20])[C:17]([CH3:23])([CH3:22])[O:16]1.C([O-])(=O)C.[K+]. Product: [CH3:9][O:8][C:5]1[C:4]([NH:10][S:11]([CH3:14])(=[O:13])=[O:12])=[CH:3][C:2]([B:15]2[O:19][C:18]([CH3:21])([CH3:20])[C:17]([CH3:23])([CH3:22])[O:16]2)=[CH:7][N:6]=1. The catalyst class is: 11.